Binary Classification. Given a miRNA mature sequence and a target amino acid sequence, predict their likelihood of interaction. From a dataset of Experimentally validated miRNA-target interactions with 360,000+ pairs, plus equal number of negative samples. The miRNA is hsa-let-7a-5p with sequence UGAGGUAGUAGGUUGUAUAGUU. The protein sequence of the target gene is MAALRALCGFRGVAAQVLRPGAGVRLPIQPSRGVRQWQPDVEWAQQFGGAVMYPSKETAHWKPPPWNDVDPPKDTIVKNITLNFGPQHPAAHGVLRLVMELSGEMVRKCDPHIGLLHRGTEKLIEYKTYLQALPYFDRLDYVSMMCNEQAYSLAVEKLLNIRPPPRAQWIRVLFGEITRLLNHIMAVTTHALDLGAMTPFFWLFEEREKMFEFYERVSGARMHAAYIRPGGVHQDLPLGLMDDIYQFSKNFSLRLDELEELLTNNRIWRNRTIDIGVVTAEEALNYGFSGVMLRGSGIQW.... Result: 1 (interaction).